From a dataset of NCI-60 drug combinations with 297,098 pairs across 59 cell lines. Regression. Given two drug SMILES strings and cell line genomic features, predict the synergy score measuring deviation from expected non-interaction effect. (1) Drug 1: CC1CCC2CC(C(=CC=CC=CC(CC(C(=O)C(C(C(=CC(C(=O)CC(OC(=O)C3CCCCN3C(=O)C(=O)C1(O2)O)C(C)CC4CCC(C(C4)OC)OCCO)C)C)O)OC)C)C)C)OC. Drug 2: B(C(CC(C)C)NC(=O)C(CC1=CC=CC=C1)NC(=O)C2=NC=CN=C2)(O)O. Cell line: 786-0. Synergy scores: CSS=53.9, Synergy_ZIP=-0.0893, Synergy_Bliss=-4.00, Synergy_Loewe=-9.65, Synergy_HSA=-9.49. (2) Drug 1: C1CCC(CC1)NC(=O)N(CCCl)N=O. Drug 2: CNC(=O)C1=NC=CC(=C1)OC2=CC=C(C=C2)NC(=O)NC3=CC(=C(C=C3)Cl)C(F)(F)F. Cell line: HS 578T. Synergy scores: CSS=24.5, Synergy_ZIP=-7.42, Synergy_Bliss=-2.72, Synergy_Loewe=-11.7, Synergy_HSA=-3.78.